From a dataset of Forward reaction prediction with 1.9M reactions from USPTO patents (1976-2016). Predict the product of the given reaction. (1) Given the reactants [OH:1][C:2]1[CH:7]=[CH:6][C:5]([NH:8][C:9](=[O:20])[C:10]2[CH:15]=[CH:14][C:13]([O:16][CH3:17])=[CH:12][C:11]=2[O:18][CH3:19])=[CH:4][CH:3]=1.Br[CH2:22][CH:23]([CH3:25])[CH3:24].C([O-])([O-])=O.[K+].[K+], predict the reaction product. The product is: [CH2:22]([O:1][C:2]1[CH:7]=[CH:6][C:5]([NH:8][C:9](=[O:20])[C:10]2[CH:15]=[CH:14][C:13]([O:16][CH3:17])=[CH:12][C:11]=2[O:18][CH3:19])=[CH:4][CH:3]=1)[CH:23]([CH3:25])[CH3:24]. (2) Given the reactants Cl[C:2]1[C:7]2=[N:8][N:9]([C:18]3[CH:23]=[CH:22][C:21]([Cl:24])=[CH:20][C:19]=3[Cl:25])[C:10]([C:11]3[CH:16]=[CH:15][C:14]([Cl:17])=[CH:13][CH:12]=3)=[C:6]2[CH:5]=[CH:4][N:3]=1.[CH2:26]([NH:28][C:29]1([C:35]([NH2:37])=[O:36])[CH2:34][CH2:33][NH:32][CH2:31][CH2:30]1)[CH3:27].C(N(CC)CC)C, predict the reaction product. The product is: [Cl:17][C:14]1[CH:13]=[CH:12][C:11]([C:10]2[N:9]([C:18]3[CH:23]=[CH:22][C:21]([Cl:24])=[CH:20][C:19]=3[Cl:25])[N:8]=[C:7]3[C:6]=2[CH:5]=[CH:4][N:3]=[C:2]3[N:32]2[CH2:31][CH2:30][C:29]([NH:28][CH2:26][CH3:27])([C:35]([NH2:37])=[O:36])[CH2:34][CH2:33]2)=[CH:16][CH:15]=1. (3) Given the reactants Br[C:2]1[N:10]=[CH:9][N:8]=[C:7]2[C:3]=1[N:4]=[CH:5][NH:6]2.[NH2:11][CH:12]([C:14]1[C:15]([O:32][CH3:33])=[C:16]([C:22]2[CH:27]=[CH:26][C:25]([F:28])=[C:24]([C:29]([NH2:31])=[O:30])[CH:23]=2)[C:17]([CH3:21])=[C:18]([Cl:20])[CH:19]=1)[CH3:13].C(N(CC)C(C)C)(C)C, predict the reaction product. The product is: [Cl:20][C:18]1[C:17]([CH3:21])=[C:16]([C:22]2[CH:27]=[CH:26][C:25]([F:28])=[C:24]([C:29]([NH2:31])=[O:30])[CH:23]=2)[C:15]([O:32][CH3:33])=[C:14]([CH:12]([NH:11][C:2]2[N:10]=[CH:9][N:8]=[C:7]3[C:3]=2[N:4]=[CH:5][NH:6]3)[CH3:13])[CH:19]=1.